From a dataset of Forward reaction prediction with 1.9M reactions from USPTO patents (1976-2016). Predict the product of the given reaction. (1) Given the reactants [Cl:1][C:2]1[CH:3]=[CH:4][C:5]([N:21]2[CH:25]=[N:24][N:23]=[N:22]2)=[C:6]([C:8]2[CH:16]=[C:15]3[N:11]([C@H:12]([C:17]([OH:19])=[O:18])[CH2:13][CH2:14]3)[C:10](=[O:20])[CH:9]=2)[CH:7]=1.C(=O)([O-])[O-].[K+].[K+].Br[CH2:33][C:34]([C:36]1[CH:41]=[CH:40][CH:39]=[CH:38][CH:37]=1)=[O:35], predict the reaction product. The product is: [Cl:1][C:2]1[CH:3]=[CH:4][C:5]([N:21]2[CH:25]=[N:24][N:23]=[N:22]2)=[C:6]([C:8]2[CH:16]=[C:15]3[N:11]([C@H:12]([C:17]([O:19][CH2:33][C:34](=[O:35])[C:36]4[CH:41]=[CH:40][CH:39]=[CH:38][CH:37]=4)=[O:18])[CH2:13][CH2:14]3)[C:10](=[O:20])[CH:9]=2)[CH:7]=1. (2) Given the reactants O=[C:2]1[CH2:7][CH2:6][N:5]([C:8]([O:10][CH3:11])=[O:9])[CH:4]([CH2:12][C:13]2[CH:18]=[CH:17][C:16]([C:19]([F:22])([F:21])[F:20])=[CH:15][CH:14]=2)[CH2:3]1.[N+:23](CS(C1C=CC(C)=CC=1)(=O)=O)#[C-:24].CC(C)([O-])C.[K+].O, predict the reaction product. The product is: [C:24]([CH:2]1[CH2:7][CH2:6][N:5]([C:8]([O:10][CH3:11])=[O:9])[CH:4]([CH2:12][C:13]2[CH:18]=[CH:17][C:16]([C:19]([F:22])([F:21])[F:20])=[CH:15][CH:14]=2)[CH2:3]1)#[N:23]. (3) Given the reactants [OH:1][CH2:2][C:3]1[CH:4]=[C:5]2[CH:11]=[C:10]([C:12]([N:14]([CH3:16])[CH3:15])=[O:13])[O:9][C:6]2=[N:7][CH:8]=1.[H-].[Na+].[CH3:19][O:20][C:21]1[CH:28]=[CH:27][C:24]([CH2:25]Cl)=[CH:23][CH:22]=1, predict the reaction product. The product is: [CH3:19][O:20][C:21]1[CH:28]=[CH:27][C:24]([CH2:25][O:1][CH2:2][C:3]2[CH:4]=[C:5]3[CH:11]=[C:10]([C:12]([N:14]([CH3:16])[CH3:15])=[O:13])[O:9][C:6]3=[N:7][CH:8]=2)=[CH:23][CH:22]=1. (4) Given the reactants [OH-].[K+].COC(=O)[C:6]([C:16](=[O:18])[CH3:17])([CH2:13][CH2:14][CH3:15])[CH:7]([CH3:12])[C:8]([O:10]C)=[O:9], predict the reaction product. The product is: [C:16]([CH:6]([CH2:13][CH2:14][CH3:15])[CH:7]([CH3:12])[C:8]([OH:10])=[O:9])(=[O:18])[CH3:17]. (5) Given the reactants Cl.Cl.[C:3]([C:5]1([NH:11][C:12](=[O:20])[C:13]2[CH:18]=[C:17]([CH3:19])[CH:16]=[N:15][CH:14]=2)[CH2:10][CH2:9][NH:8][CH2:7][CH2:6]1)#[N:4].[CH2:21]([O:23][C:24]1[CH:25]=[C:26]([CH:29]=[CH:30][C:31]=1[CH3:32])[CH:27]=O)[CH3:22].C(N(C(C)C)C(C)C)C.C([BH3-])#N.[Na+], predict the reaction product. The product is: [C:3]([C:5]1([NH:11][C:12](=[O:20])[C:13]2[CH:18]=[C:17]([CH3:19])[CH:16]=[N:15][CH:14]=2)[CH2:10][CH2:9][N:8]([CH2:27][C:26]2[CH:29]=[CH:30][C:31]([CH3:32])=[C:24]([O:23][CH2:21][CH3:22])[CH:25]=2)[CH2:7][CH2:6]1)#[N:4]. (6) Given the reactants [CH2:1]([O:8][C:9]([NH:11][CH:12]([C:16]#[N:17])[C:13]([OH:15])=[O:14])=[O:10])[C:2]1[CH:7]=[CH:6][CH:5]=[CH:4][CH:3]=1.[C:18](O)([CH3:21])([CH3:20])[CH3:19].FC(F)(F)C(OC(=O)C(F)(F)F)=O.[OH-].[Na+], predict the reaction product. The product is: [CH2:1]([O:8][C:9]([NH:11][CH:12]([C:16]#[N:17])[C:13]([O:15][C:18]([CH3:21])([CH3:20])[CH3:19])=[O:14])=[O:10])[C:2]1[CH:3]=[CH:4][CH:5]=[CH:6][CH:7]=1.